Dataset: Forward reaction prediction with 1.9M reactions from USPTO patents (1976-2016). Task: Predict the product of the given reaction. Given the reactants BrC1C=CC=CC=1C=O.[C:10]([O:16]C)(=O)[CH2:11][C:12]([CH3:14])=[O:13].[Br:18][C:19]1[CH:24]=[CH:23][CH:22]=[CH:21][C:20]=1[CH:25]=[CH:26][C:27](=[O:29])[CH3:28], predict the reaction product. The product is: [Br:18][C:19]1[CH:24]=[CH:23][CH:22]=[CH:21][C:20]=1[CH:25]=[CH:26][C:27](=[O:29])[CH3:28].[Br:18][C:19]1[CH:24]=[CH:23][CH:22]=[CH:21][C:20]=1[CH:25]1[CH2:26][C:10](=[O:16])[CH:11]=[C:12]([OH:13])[CH2:14]1.